From a dataset of Full USPTO retrosynthesis dataset with 1.9M reactions from patents (1976-2016). Predict the reactants needed to synthesize the given product. (1) Given the product [CH3:15][O:14][C:12](=[O:13])[CH2:11][C:3]1[CH:4]=[C:5]([O:9][CH3:10])[C:6]([O:8][S:17]([C:20]([F:23])([F:22])[F:21])(=[O:18])=[O:16])=[CH:7][C:2]=1[Cl:1], predict the reactants needed to synthesize it. The reactants are: [Cl:1][C:2]1[CH:7]=[C:6]([OH:8])[C:5]([O:9][CH3:10])=[CH:4][C:3]=1[CH2:11][C:12]([O:14][CH3:15])=[O:13].[O:16](S(C(F)(F)F)(=O)=O)[S:17]([C:20]([F:23])([F:22])[F:21])(=O)=[O:18]. (2) Given the product [NH2:27][C:26]1[CH:28]=[CH:29][CH:30]=[CH:31][C:25]=1[C:6]1[CH:5]=[CH:4][C:3]([C:17]2[N:18]=[CH:19][C:20]([NH2:23])=[N:21][CH:22]=2)=[C:2]([F:1])[CH:7]=1, predict the reactants needed to synthesize it. The reactants are: [F:1][C:2]1[CH:7]=[C:6](B2OC(C)(C)C(C)(C)O2)[CH:5]=[CH:4][C:3]=1[C:17]1[N:18]=[CH:19][C:20]([NH2:23])=[N:21][CH:22]=1.Br[C:25]1[CH:31]=[CH:30][CH:29]=[CH:28][C:26]=1[NH2:27]. (3) Given the product [CH3:18][N:15]1[C:16]2[CH:17]=[C:7]([N+:9]([O-:11])=[O:10])[CH:8]=[CH:3][C:4]=2[NH:12][C:13]1=[O:20], predict the reactants needed to synthesize it. The reactants are: CN[C:3]1[C:4]([NH2:12])=CC=[C:7]([N+:9]([O-:11])=[O:10])[CH:8]=1.[CH2:13]([N:15]([CH2:18]C)[CH2:16][CH3:17])C.[OH2:20].Cl. (4) Given the product [NH2:16][C:6]1[C:7]([C:8]([NH:10][C@@H:11]([CH3:14])[CH2:12][OH:13])=[O:9])=[C:2]([Cl:1])[N:3]=[CH:4][N:5]=1, predict the reactants needed to synthesize it. The reactants are: [Cl:1][C:2]1[C:7]([C:8]([NH:10][C@@H:11]([CH3:14])[CH2:12][OH:13])=[O:9])=[C:6](Cl)[N:5]=[CH:4][N:3]=1.[NH3:16]. (5) Given the product [CH3:67][O:66][C:65](=[O:68])[NH:64][C@@H:61]1[CH:62]2[C:51](=[O:50])[CH2:52][C@H:53]([C:69]3[NH:70][C:71]([C:74]4[CH:75]=[CH:76][C:77]([C:80]5[CH:89]=[N:88][C:87]6[C:82](=[CH:83][CH:84]=[C:85]([C:90]7[NH:94][C:93]([C@@H:95]8[CH2:99][CH2:98][CH2:97][N:96]8[C:7](=[O:9])[C@H:6]([NH:5][C:3]([O:2][CH3:1])=[O:4])[C:10]8[CH:15]=[CH:14][CH:13]=[CH:12][CH:11]=8)=[N:92][CH:91]=7)[CH:86]=6)[N:81]=5)=[CH:78][CH:79]=4)=[CH:72][N:73]=3)[CH2:54][N:55]3[C:63]2=[C:58]([CH:57]=[CH:56]3)[CH2:59][CH2:60]1, predict the reactants needed to synthesize it. The reactants are: [CH3:1][O:2][C:3]([NH:5][C@H:6]([C:10]1[CH:15]=[CH:14][CH:13]=[CH:12][CH:11]=1)[C:7]([OH:9])=O)=[O:4].CN(C(ON1N=NC2C=CC=NC1=2)=[N+](C)C)C.F[P-](F)(F)(F)(F)F.CCN(C(C)C)C(C)C.Cl.[O:50]=[C:51]1[CH:62]2[C:63]3[N:55]([CH:56]=[CH:57][C:58]=3[CH2:59][CH2:60][C@@H:61]2[NH:64][C:65](=[O:68])[O:66][CH3:67])[CH2:54][C@@H:53]([C:69]2[NH:70][C:71]([C:74]3[CH:79]=[CH:78][C:77]([C:80]4[CH:89]=[N:88][C:87]5[C:82](=[CH:83][CH:84]=[C:85]([C:90]6[NH:94][C:93]([C@@H:95]7[CH2:99][CH2:98][CH2:97][NH:96]7)=[N:92][CH:91]=6)[CH:86]=5)[N:81]=4)=[CH:76][CH:75]=3)=[CH:72][N:73]=2)[CH2:52]1.